From a dataset of Reaction yield outcomes from USPTO patents with 853,638 reactions. Predict the reaction yield, written as a fraction of the theoretical maximum amount of product (1.0 means a 100% yield; for example, 0.34 means a 34% yield). (1) The reactants are [NH2:1][C:2]1[CH:3]=[C:4]([S:8]([NH2:11])(=[O:10])=[O:9])[CH:5]=[CH:6][CH:7]=1.C(=O)([O-])[O-].[K+].[K+].C(OC)(C)(C)C.[F:24][C:25]1[CH:33]=[C:32]([O:34][C:35]([F:38])([F:37])[F:36])[CH:31]=[CH:30][C:26]=1[C:27](Cl)=[O:28]. The catalyst is ClCCl.CCOCC.O. The product is [F:24][C:25]1[CH:33]=[C:32]([O:34][C:35]([F:36])([F:37])[F:38])[CH:31]=[CH:30][C:26]=1[C:27]([NH:1][C:2]1[CH:7]=[CH:6][CH:5]=[C:4]([S:8](=[O:9])(=[O:10])[NH2:11])[CH:3]=1)=[O:28]. The yield is 0.350. (2) The reactants are C[C:2]1[CH:3]=[CH:4][C:5]([C:8]#[C:9][Si](C)(C)C)=[N:6][CH:7]=1.[Br:14][C:15]1[CH:16]=[N:17][CH:18]=[C:19](Br)[CH:20]=1.[CH3:22]CN(CC)CC.[N+](CCCC)(CCCC)(CCCC)CCCC.[F-]. The catalyst is [Cu]I.O.CN(C)C=O. The product is [CH3:22][C:7]1[N:6]=[C:5]([C:8]#[C:9][C:19]2[CH:18]=[N:17][CH:16]=[C:15]([Br:14])[CH:20]=2)[CH:4]=[CH:3][CH:2]=1. The yield is 0.410. (3) The catalyst is CN(C=O)C. The product is [CH:1]1([NH:4][C:5](=[O:6])[NH:7][C:8]2[CH:9]=[CH:10][C:11]([C:14]3[N:15]=[C:16]([N:23]4[CH2:28][CH2:27][O:26][CH2:25][C@@H:24]4[CH3:29])[C:17]4[CH2:22][N:21]([C:55](=[O:56])[CH2:54][CH2:53][C:52]([NH2:51])=[O:58])[CH2:20][C:18]=4[N:19]=3)=[CH:12][CH:13]=2)[CH2:2][CH2:3]1. The yield is 0.210. The reactants are [CH:1]1([NH:4][C:5]([NH:7][C:8]2[CH:13]=[CH:12][C:11]([C:14]3[N:15]=[C:16]([N:23]4[CH2:28][CH2:27][O:26][CH2:25][C@@H:24]4[CH3:29])[C:17]4[CH2:22][NH:21][CH2:20][C:18]=4[N:19]=3)=[CH:10][CH:9]=2)=[O:6])[CH2:3][CH2:2]1.CN1CCOCC1.C(Cl)CCl.C1C=CC2N(O)N=NC=2C=1.[NH2:51][C:52](=[O:58])[CH2:53][CH2:54][C:55](O)=[O:56]. (4) The reactants are [Br:1][C:2]1[C:7]([O:8][CH3:9])=[CH:6][C:5]([C:10]2[O:11][CH:12]=[CH:13][CH:14]=2)=[CH:4][C:3]=1[O:15][CH3:16].CON(C)[C:20](=[O:36])[CH:21]([O:34][CH3:35])[C:22]1[CH:27]=[CH:26][C:25]([C:28]2[O:29][C:30]([CH3:33])=[N:31][N:32]=2)=[CH:24][CH:23]=1. No catalyst specified. The product is [Br:1][C:2]1[C:7]([O:8][CH3:9])=[CH:6][C:5]([C:10]2[O:11][C:12]([C:20](=[O:36])[CH:21]([O:34][CH3:35])[C:22]3[CH:23]=[CH:24][C:25]([C:28]4[O:29][C:30]([CH3:33])=[N:31][N:32]=4)=[CH:26][CH:27]=3)=[CH:13][CH:14]=2)=[CH:4][C:3]=1[O:15][CH3:16]. The yield is 0.400. (5) The reactants are [C:1]([NH2:5])([CH3:4])([CH3:3])[CH3:2].[Cl:6][CH2:7][CH2:8][CH2:9][S:10](Cl)(=[O:12])=[O:11]. The catalyst is C1COCC1. The product is [C:1]([NH:5][S:10]([CH2:9][CH2:8][CH2:7][Cl:6])(=[O:12])=[O:11])([CH3:4])([CH3:3])[CH3:2]. The yield is 0.990. (6) The reactants are [C:1]([O:5][C:6]([CH2:8][CH2:9][O:10][C:11]1[CH:12]=[C:13]([CH3:27])[C:14]2[CH:18]([CH2:19][C:20]([O:22]CC)=[O:21])[O:17][B:16]([OH:25])[C:15]=2[CH:26]=1)=[O:7])([CH3:4])([CH3:3])[CH3:2].[Li+].[OH-].Cl. The catalyst is C1COCC1.O.O. The product is [C:1]([O:5][C:6]([CH2:8][CH2:9][O:10][C:11]1[CH:12]=[C:13]([CH3:27])[C:14]2[CH:18]([CH2:19][C:20]([OH:22])=[O:21])[O:17][B:16]([OH:25])[C:15]=2[CH:26]=1)=[O:7])([CH3:4])([CH3:3])[CH3:2]. The yield is 0.822.